This data is from Full USPTO retrosynthesis dataset with 1.9M reactions from patents (1976-2016). The task is: Predict the reactants needed to synthesize the given product. (1) The reactants are: [CH2:1]([O:8][C:9]1[C:14]([CH:15]([C:17]2[C:18]([O:29][CH3:30])=[C:19]([C:23]3[CH:28]=[CH:27][CH:26]=[CH:25][CH:24]=3)[CH:20]=[CH:21][CH:22]=2)[OH:16])=[CH:13][CH:12]=[CH:11][C:10]=1[C:31]1[CH:36]=[CH:35][CH:34]=[CH:33][CH:32]=1)[C:2]1[CH:7]=[CH:6][CH:5]=[CH:4][CH:3]=1. Given the product [CH2:1]([O:8][C:9]1[C:14]([C:15]([C:17]2[C:18]([O:29][CH3:30])=[C:19]([C:23]3[CH:24]=[CH:25][CH:26]=[CH:27][CH:28]=3)[CH:20]=[CH:21][CH:22]=2)=[O:16])=[CH:13][CH:12]=[CH:11][C:10]=1[C:31]1[CH:36]=[CH:35][CH:34]=[CH:33][CH:32]=1)[C:2]1[CH:3]=[CH:4][CH:5]=[CH:6][CH:7]=1, predict the reactants needed to synthesize it. (2) Given the product [CH2:27]([NH:26][C:24]([CH:23]([C:29]1[CH:34]=[CH:33][CH:32]=[CH:31][CH:30]=1)[N:17]1[CH2:18][CH2:19][N:14]([C:11]2[CH:12]=[CH:13][C:8]([C:7]([NH:6][CH:3]([CH2:4][CH3:5])[CH2:1][CH3:2])=[O:21])=[CH:9][C:10]=2[F:20])[CH2:15][CH2:16]1)=[O:25])[CH3:28], predict the reactants needed to synthesize it. The reactants are: [CH2:1]([CH:3]([NH:6][C:7](=[O:21])[C:8]1[CH:13]=[CH:12][C:11]([N:14]2[CH2:19][CH2:18][NH:17][CH2:16][CH2:15]2)=[C:10]([F:20])[CH:9]=1)[CH2:4][CH3:5])[CH3:2].Br[CH:23]([C:29]1[CH:34]=[CH:33][CH:32]=[CH:31][CH:30]=1)[C:24]([NH:26][CH2:27][CH3:28])=[O:25].C([O-])([O-])=O.[K+].[K+].O. (3) Given the product [Br:19][C:20]1[CH:28]=[CH:27][C:23]([C:24]([N:16]2[CH2:17][CH2:18][N:13]([C:8]3[CH:9]=[CH:10][CH:11]=[CH:12][C:7]=3[C:3]([CH3:6])([CH3:4])[CH3:5])[CH2:14][CH2:15]2)=[O:25])=[CH:22][CH:21]=1, predict the reactants needed to synthesize it. The reactants are: Cl.Cl.[C:3]([C:7]1[CH:12]=[CH:11][CH:10]=[CH:9][C:8]=1[N:13]1[CH2:18][CH2:17][NH:16][CH2:15][CH2:14]1)([CH3:6])([CH3:5])[CH3:4].[Br:19][C:20]1[CH:28]=[CH:27][C:23]([C:24](Cl)=[O:25])=[CH:22][CH:21]=1.C(N(CC)CC)C.O. (4) Given the product [I:12][C:3]1[C:4]2[C:5](=[CH:6][N:7]=[CH:8][CH:9]=2)[NH:1][N:2]=1, predict the reactants needed to synthesize it. The reactants are: [NH:1]1[C:5]2=[CH:6][N:7]=[CH:8][CH:9]=[C:4]2[CH:3]=[N:2]1.[OH-].[K+].[I:12]I. (5) Given the product [ClH:27].[Br:25][C:24]1[C:19]([C@H:8]([C:9]2[CH:14]=[CH:13][C:12]([C:15]([F:17])([F:18])[F:16])=[CH:11][CH:10]=2)[NH2:7])=[N:20][CH:21]=[CH:22][CH:23]=1, predict the reactants needed to synthesize it. The reactants are: C(OC(=O)[NH:7][C@H:8]([C:19]1[C:24]([Br:25])=[CH:23][CH:22]=[CH:21][N:20]=1)[C:9]1[CH:14]=[CH:13][C:12]([C:15]([F:18])([F:17])[F:16])=[CH:11][CH:10]=1)(C)(C)C.[ClH:27].